From a dataset of Reaction yield outcomes from USPTO patents with 853,638 reactions. Predict the reaction yield, written as a fraction of the theoretical maximum amount of product (1.0 means a 100% yield; for example, 0.34 means a 34% yield). (1) The reactants are C([Li])CCC.Br[C:7]1[CH:8]=[C:9]([CH3:16])[C:10]([O:14][CH3:15])=[C:11]([F:13])[CH:12]=1.[Br:17][C:18]1[CH:19]=[C:20]([C:24]([C:32]2[C:33]([C:38]#[N:39])=[N:34][CH:35]=[CH:36][CH:37]=2)=[N:25]S(C(C)(C)C)=O)[CH:21]=[CH:22][CH:23]=1.Cl.C([O-])(O)=O.[Na+]. The catalyst is C1COCC1. The product is [Br:17][C:18]1[CH:19]=[C:20]([C:24]2([C:7]3[CH:8]=[C:9]([CH3:16])[C:10]([O:14][CH3:15])=[C:11]([F:13])[CH:12]=3)[C:32]3[C:33](=[N:34][CH:35]=[CH:36][CH:37]=3)[C:38]([NH2:39])=[N:25]2)[CH:21]=[CH:22][CH:23]=1. The yield is 0.350. (2) The reactants are C(N)C1C=CC=CC=1.[F:9][C:10]1[CH:17]=[CH:16][C:13]([CH2:14][NH2:15])=[CH:12][CH:11]=1.[CH2:18]([NH:25][C:26]([C:28]1[S:32][C:31]([N:33]2[CH:37]=[C:36]([C:38](O)=[O:39])[N:35]=[N:34]2)=[N:30][C:29]=1[CH3:41])=[O:27])[C:19]1[CH:24]=[CH:23][CH:22]=[CH:21][CH:20]=1. No catalyst specified. The product is [CH2:18]([NH:25][C:26]([C:28]1[S:32][C:31]([N:33]2[CH:37]=[C:36]([C:38](=[O:39])[NH:15][CH2:14][C:13]3[CH:16]=[CH:17][C:10]([F:9])=[CH:11][CH:12]=3)[N:35]=[N:34]2)=[N:30][C:29]=1[CH3:41])=[O:27])[C:19]1[CH:20]=[CH:21][CH:22]=[CH:23][CH:24]=1. The yield is 0.110. (3) The reactants are [CH3:1][O:2][CH2:3][CH:4]1[CH2:8][N:7]([C:9](=[O:20])[CH:10]([NH:15][C:16](=[O:19])[O:17][CH3:18])[CH:11]([O:13][CH3:14])[CH3:12])[CH:6]([C:21]2[NH:25][C:24]3[C:26]4[C:31]([CH:32]=[CH:33][C:23]=3[N:22]=2)=[CH:30][C:29]2[C:34]3[C:39]([CH2:40][O:41][C:28]=2[CH:27]=4)=[CH:38][C:37](B2OC(C)(C)C(C)(C)O2)=[CH:36][CH:35]=3)[CH2:5]1.I[C:52]1[NH:56][C:55]([C@@H:57]2[CH2:61][CH2:60][CH2:59][N:58]2[C:62]([O:64][C:65]([CH3:68])([CH3:67])[CH3:66])=[O:63])=[N:54][CH:53]=1.C(=O)([O-])[O-].[K+].[K+]. The catalyst is CS(C)=O.O1CCOCC1.C1C=CC([P]([Pd]([P](C2C=CC=CC=2)(C2C=CC=CC=2)C2C=CC=CC=2)([P](C2C=CC=CC=2)(C2C=CC=CC=2)C2C=CC=CC=2)[P](C2C=CC=CC=2)(C2C=CC=CC=2)C2C=CC=CC=2)(C2C=CC=CC=2)C2C=CC=CC=2)=CC=1.C1C=CC(P(C2C=CC=CC=2)[C-]2C=CC=C2)=CC=1.C1C=CC(P(C2C=CC=CC=2)[C-]2C=CC=C2)=CC=1.Cl[Pd]Cl.[Fe+2]. The product is [CH3:18][O:17][C:16]([NH:15][C@H:10]([C:9]([N:7]1[CH2:8][C@@H:4]([CH2:3][O:2][CH3:1])[CH2:5][C@H:6]1[C:21]1[NH:25][C:24]2[C:26]3[C:31]([CH:32]=[CH:33][C:23]=2[N:22]=1)=[CH:30][C:29]1[C:34]2[C:39]([CH2:40][O:41][C:28]=1[CH:27]=3)=[CH:38][C:37]([C:52]1[NH:56][C:55]([C@@H:57]3[CH2:61][CH2:60][CH2:59][N:58]3[C:62]([O:64][C:65]([CH3:68])([CH3:67])[CH3:66])=[O:63])=[N:54][CH:53]=1)=[CH:36][CH:35]=2)=[O:20])[C@@H:11]([CH3:12])[O:13][CH3:14])=[O:19]. The yield is 0.0700. (4) The reactants are [CH2:1]([C:3]1[CH:8]=[C:7]([O:9][CH2:10][O:11][CH2:12][CH2:13][Si:14]([CH3:17])([CH3:16])[CH3:15])[C:6]([F:18])=[CH:5][C:4]=1[C:19]1[CH:27]=[C:26]2[C:22]([C:23]([C:34]#[N:35])=[N:24][N:25]2[CH:28]2[CH2:33][CH2:32][CH2:31][CH2:30][O:29]2)=[CH:21][CH:20]=1)[CH3:2].[CH3:36][O-:37].[Na+]. The catalyst is CO. The product is [CH3:36][O:37][C:34]([C:23]1[C:22]2[C:26](=[CH:27][C:19]([C:4]3[CH:5]=[C:6]([F:18])[C:7]([O:9][CH2:10][O:11][CH2:12][CH2:13][Si:14]([CH3:17])([CH3:15])[CH3:16])=[CH:8][C:3]=3[CH2:1][CH3:2])=[CH:20][CH:21]=2)[N:25]([CH:28]2[CH2:33][CH2:32][CH2:31][CH2:30][O:29]2)[N:24]=1)=[NH:35]. The yield is 0.940. (5) The reactants are C(N)C1C=CC=CC=1.[NH2:9][C:10]1[S:11][CH:12]=[C:13]([CH3:15])[N:14]=1.[CH3:16][C:17]1[N:18]=[C:19]([N:22]2[CH2:26][CH2:25][N:24]([CH2:27][C:28]3[CH:36]=[CH:35][C:31]([C:32](O)=[O:33])=[CH:30][CH:29]=3)[C:23]2=[O:37])[S:20][CH:21]=1. No catalyst specified. The product is [CH3:15][C:13]1[N:14]=[C:10]([NH:9][C:32](=[O:33])[C:31]2[CH:35]=[CH:36][C:28]([CH2:27][N:24]3[CH2:25][CH2:26][N:22]([C:19]4[S:20][CH:21]=[C:17]([CH3:16])[N:18]=4)[C:23]3=[O:37])=[CH:29][CH:30]=2)[S:11][CH:12]=1. The yield is 0.410. (6) The reactants are [Cl:1][C:2]1[N:7]=[C:6]([CH:8]=C)[C:5]([O:10][CH3:11])=[C:4]([Cl:12])[N:3]=1.ClCCl.C[OH:17]. No catalyst specified. The product is [Cl:1][C:2]1[N:7]=[C:6]([CH:8]=[O:17])[C:5]([O:10][CH3:11])=[C:4]([Cl:12])[N:3]=1. The yield is 1.00.